This data is from Catalyst prediction with 721,799 reactions and 888 catalyst types from USPTO. The task is: Predict which catalyst facilitates the given reaction. (1) Reactant: [F:1][CH:2]([F:44])[C:3]1[N:7]([C:8]2[N:13]=[C:12]([N:14]3[CH2:19][CH2:18][N:17]([S:20]([CH3:23])(=[O:22])=[O:21])[CH2:16][CH2:15]3)[N:11]=[C:10]([N:24]3[CH2:29][CH2:28][O:27][CH2:26][CH2:25]3)[N:9]=2)[C:6]2[CH:30]=[C:31]([NH:36]C(=O)OC(C)(C)C)[CH:32]=[C:33]([O:34][CH3:35])[C:5]=2[N:4]=1.C(O)(C(F)(F)F)=O.N. Product: [F:44][CH:2]([F:1])[C:3]1[N:7]([C:8]2[N:13]=[C:12]([N:14]3[CH2:15][CH2:16][N:17]([S:20]([CH3:23])(=[O:21])=[O:22])[CH2:18][CH2:19]3)[N:11]=[C:10]([N:24]3[CH2:29][CH2:28][O:27][CH2:26][CH2:25]3)[N:9]=2)[C:6]2[CH:30]=[C:31]([NH2:36])[CH:32]=[C:33]([O:34][CH3:35])[C:5]=2[N:4]=1. The catalyst class is: 34. (2) Reactant: [NH2:1][C:2]1[C:3]([CH2:8][OH:9])=[N:4][CH:5]=[CH:6][CH:7]=1.[C:10]1([CH2:16][O:17][C:18]2[CH:26]=[CH:25][C:24]([C:27]3[CH:32]=[CH:31][N:30]=[CH:29][CH:28]=3)=[CH:23][C:19]=2[C:20](O)=[O:21])[CH:15]=[CH:14][CH:13]=[CH:12][CH:11]=1.C(Cl)CCl.C1C=CC2N(O)N=NC=2C=1.C(N(CC)CC)C. Product: [OH:9][CH2:8][C:3]1[C:2]([NH:1][C:20](=[O:21])[C:19]2[CH:23]=[C:24]([C:27]3[CH:28]=[CH:29][N:30]=[CH:31][CH:32]=3)[CH:25]=[CH:26][C:18]=2[O:17][CH2:16][C:10]2[CH:11]=[CH:12][CH:13]=[CH:14][CH:15]=2)=[CH:7][CH:6]=[CH:5][N:4]=1. The catalyst class is: 35. (3) Reactant: [CH3:1][O:2][C:3]([C:5]1[O:6][CH:7]=[CH:8][C:9]=1[CH2:10][N:11]1C(=O)C2=CC=CC=C2C1=O)=[O:4].O.NN. Product: [NH2:11][CH2:10][C:9]1[CH:8]=[CH:7][O:6][C:5]=1[C:3]([O:2][CH3:1])=[O:4]. The catalyst class is: 8.